This data is from Reaction yield outcomes from USPTO patents with 853,638 reactions. The task is: Predict the reaction yield, written as a fraction of the theoretical maximum amount of product (1.0 means a 100% yield; for example, 0.34 means a 34% yield). (1) The reactants are [N:1]1[C:10]2[C:5](=[CH:6][C:7]([CH2:11][C:12]3[N:16]4[N:17]=[C:18]([C:21](=O)[CH3:22])[CH:19]=[N:20][C:15]4=[N:14][CH:13]=3)=[CH:8][CH:9]=2)[CH:4]=[CH:3][CH:2]=1.Cl.[NH2:25][O:26][CH2:27][CH2:28][OH:29].Cl.C([O-])(O)=O.[Na+]. The catalyst is CO.O. The product is [OH:29][CH2:28][CH2:27][O:26]/[N:25]=[C:21](/[C:18]1[CH:19]=[N:20][C:15]2[N:16]([C:12]([CH2:11][C:7]3[CH:6]=[C:5]4[C:10](=[CH:9][CH:8]=3)[N:1]=[CH:2][CH:3]=[CH:4]4)=[CH:13][N:14]=2)[N:17]=1)\[CH3:22]. The yield is 0.740. (2) The catalyst is C1COCC1.C(Cl)Cl.[Cl-].[Cl-].[Zn+2].C1C=CC([P]([Pd]([P](C2C=CC=CC=2)(C2C=CC=CC=2)C2C=CC=CC=2)([P](C2C=CC=CC=2)(C2C=CC=CC=2)C2C=CC=CC=2)[P](C2C=CC=CC=2)(C2C=CC=CC=2)C2C=CC=CC=2)(C2C=CC=CC=2)C2C=CC=CC=2)=CC=1. The product is [Cl:12][C:13]1[N:18]=[C:17]([C:6]2[CH:7]=[N:8][O:9][C:10]=2[CH3:11])[CH:16]=[CH:15][N:14]=1. The yield is 0.550. The reactants are C([Mg]Br)C.I[C:6]1[CH:7]=[N:8][O:9][C:10]=1[CH3:11].[Cl:12][C:13]1[N:18]=[C:17](Cl)[CH:16]=[CH:15][N:14]=1.C(N(CC(O)=O)CC(O)=O)CN(CC(O)=O)CC(O)=O. (3) The reactants are [Cl:1][C:2]1[CH:8]=[CH:7][C:5]([NH2:6])=[C:4]([C:9]2[NH:13][N:12]=[CH:11][CH:10]=2)[CH:3]=1.[C:14]([O-])([O-])=[O:15].[K+].[K+].ClC(Cl)(OC(=O)OC(Cl)(Cl)Cl)Cl. The catalyst is C1COCC1. The product is [Cl:1][C:2]1[CH:8]=[CH:7][C:5]2[NH:6][C:14](=[O:15])[N:13]3[N:12]=[CH:11][CH:10]=[C:9]3[C:4]=2[CH:3]=1. The yield is 0.740. (4) The reactants are [C:1]([CH2:3][CH2:4][CH2:5][CH2:6][C:7]([O:9][CH3:10])=[O:8])#[N:2].[Cl-].C([NH+](CC)CC)C.[N-:19]=[N+:20]=[N-:21].[Na+].O. The catalyst is C1(C)C=CC=CC=1. The product is [NH:2]1[C:1]([CH2:3][CH2:4][CH2:5][CH2:6][C:7]([O:9][CH3:10])=[O:8])=[N:21][N:20]=[N:19]1. The yield is 0.680. (5) The reactants are C(OC(=O)[NH:7][C@H:8]([C:10]1[CH:15]=[CH:14][CH:13]=[C:12]([N:16]2[CH2:21][CH2:20][N:19]([C:22]3[CH:27]=[CH:26][CH:25]=[CH:24][N:23]=3)[CH2:18][CH2:17]2)[CH:11]=1)[CH3:9])(C)(C)C.Cl. The catalyst is O1CCOCC1. The product is [N:23]1[CH:24]=[CH:25][CH:26]=[CH:27][C:22]=1[N:19]1[CH2:20][CH2:21][N:16]([C:12]2[CH:11]=[C:10]([C@@H:8]([NH2:7])[CH3:9])[CH:15]=[CH:14][CH:13]=2)[CH2:17][CH2:18]1. The yield is 0.890.